This data is from CYP1A2 inhibition data for predicting drug metabolism from PubChem BioAssay. The task is: Regression/Classification. Given a drug SMILES string, predict its absorption, distribution, metabolism, or excretion properties. Task type varies by dataset: regression for continuous measurements (e.g., permeability, clearance, half-life) or binary classification for categorical outcomes (e.g., BBB penetration, CYP inhibition). Dataset: cyp1a2_veith. (1) The compound is O=NN(Cc1ccc(Cl)cc1)[C@@H](C(=O)O)c1ccccc1. The result is 1 (inhibitor). (2) The compound is Cn1nc(-c2ccc(N3CCOCC3)c(NS(=O)(=O)c3ccc(Cl)cc3)c2)c2ccccc2c1=O. The result is 0 (non-inhibitor).